Dataset: Catalyst prediction with 721,799 reactions and 888 catalyst types from USPTO. Task: Predict which catalyst facilitates the given reaction. Reactant: [Cl:1][C:2]1[CH:7]=[C:6]([C:8]([C:13]2[CH:18]=[CH:17][C:16]([C:19]#[C:20][Si](C)(C)C)=[C:15]([Cl:25])[CH:14]=2)([CH2:11][CH3:12])[CH2:9][CH3:10])[CH:5]=[CH:4][C:3]=1[OH:26].CCCC[N+](CCCC)(CCCC)CCCC.[F-].OS([O-])(=O)=O.[K+]. Product: [Cl:1][C:2]1[CH:7]=[C:6]([C:8]([C:13]2[CH:18]=[CH:17][C:16]([C:19]#[CH:20])=[C:15]([Cl:25])[CH:14]=2)([CH2:11][CH3:12])[CH2:9][CH3:10])[CH:5]=[CH:4][C:3]=1[OH:26]. The catalyst class is: 1.